This data is from Forward reaction prediction with 1.9M reactions from USPTO patents (1976-2016). The task is: Predict the product of the given reaction. Given the reactants [F:1][C:2]1[CH:12]=[CH:11][C:5](/[C:6](=[N:9]/[H])/[NH:7][OH:8])=[CH:4][CH:3]=1.[O:13]=[C:14]1[C:19]([C:26]2[CH:31]=[CH:30][CH:29]=[CH:28][CH:27]=2)([C:20]2[CH:25]=[CH:24][CH:23]=[CH:22][CH:21]=2)[CH2:18][CH2:17][CH2:16][N:15]1[CH2:32][C:33](O)=O.Cl.C(N=C=NCCCN(C)C)C, predict the reaction product. The product is: [F:1][C:2]1[CH:12]=[CH:11][C:5]([C:6]2[N:9]=[C:33]([CH2:32][N:15]3[CH2:16][CH2:17][CH2:18][C:19]([C:26]4[CH:31]=[CH:30][CH:29]=[CH:28][CH:27]=4)([C:20]4[CH:25]=[CH:24][CH:23]=[CH:22][CH:21]=4)[C:14]3=[O:13])[O:8][N:7]=2)=[CH:4][CH:3]=1.